From a dataset of Reaction yield outcomes from USPTO patents with 853,638 reactions. Predict the reaction yield, written as a fraction of the theoretical maximum amount of product (1.0 means a 100% yield; for example, 0.34 means a 34% yield). (1) The reactants are O=P(Cl)(Cl)[Cl:3].O[C:7]1[C:12]([Cl:13])=[C:11]([CH3:14])[N:10]=[CH:9][N:8]=1. The catalyst is C1(C)C=CC=CC=1. The product is [Cl:3][C:7]1[C:12]([Cl:13])=[C:11]([CH3:14])[N:10]=[CH:9][N:8]=1. The yield is 0.885. (2) The reactants are C(=O)([O-])[O-].[Cs+].[Cs+].[SH:7][C:8]1[CH:9]=[C:10]([CH2:14][C:15]([OH:17])=[O:16])[CH:11]=[CH:12][CH:13]=1.[Cl:18][C:19]([Cl:33])([Cl:32])[CH2:20][O:21][C:22](=[O:31])[C:23]1[CH:28]=[CH:27][CH:26]=[CH:25][C:24]=1[CH2:29]Br.O. The catalyst is CN(C=O)C. The product is [Cl:18][C:19]([Cl:32])([Cl:33])[CH2:20][O:21][C:22](=[O:31])[C:23]1[CH:28]=[CH:27][CH:26]=[CH:25][C:24]=1[CH2:29][S:7][C:8]1[CH:13]=[CH:12][CH:11]=[C:10]([CH2:14][C:15]([OH:17])=[O:16])[CH:9]=1. The yield is 1.00. (3) The reactants are [Si:1]([O:8][CH:9]([CH2:20][O:21][C:22]1[CH:27]=[CH:26][CH:25]=[C:24]([C:28]2[N:33]=[C:32](Cl)[C:31]([CH3:35])=[C:30]([NH:36][C@@H:37]3[CH2:41][CH2:40][O:39][CH2:38]3)[N:29]=2)[CH:23]=1)[CH2:10][N:11]([CH3:19])[C:12](=[O:18])[O:13][C:14]([CH3:17])([CH3:16])[CH3:15])([C:4]([CH3:7])([CH3:6])[CH3:5])([CH3:3])[CH3:2].C([O-])([O-])=O.[Cs+].[Cs+].[NH:48]1[CH2:53][CH2:52][NH:51][CH2:50][CH2:49]1. No catalyst specified. The product is [Si:1]([O:8][CH:9]([CH2:20][O:21][C:22]1[CH:27]=[CH:26][CH:25]=[C:24]([C:28]2[N:33]=[C:32]([N:48]3[CH2:53][CH2:52][NH:51][CH2:50][CH2:49]3)[C:31]([CH3:35])=[C:30]([NH:36][C@@H:37]3[CH2:41][CH2:40][O:39][CH2:38]3)[N:29]=2)[CH:23]=1)[CH2:10][N:11]([CH3:19])[C:12](=[O:18])[O:13][C:14]([CH3:17])([CH3:16])[CH3:15])([C:4]([CH3:7])([CH3:6])[CH3:5])([CH3:3])[CH3:2]. The yield is 0.490. (4) The reactants are [NH2:1][C:2]1[CH:3]=[C:4]([C:9]2[O:10][C:11]3[C:16]([C:17](=[O:19])[CH:18]=2)=[CH:15][CH:14]=[C:13]([O:20]C)[C:12]=3[O:22]C)[CH:5]=[CH:6][C:7]=1[NH2:8].C([O-])(O)=O.[Na+]. The catalyst is Br.O. The product is [NH2:1][C:2]1[CH:3]=[C:4]([C:9]2[O:10][C:11]3[C:16]([C:17](=[O:19])[CH:18]=2)=[CH:15][CH:14]=[C:13]([OH:20])[C:12]=3[OH:22])[CH:5]=[CH:6][C:7]=1[NH2:8]. The yield is 0.400.